Dataset: Human liver microsome stability data. Task: Regression/Classification. Given a drug SMILES string, predict its absorption, distribution, metabolism, or excretion properties. Task type varies by dataset: regression for continuous measurements (e.g., permeability, clearance, half-life) or binary classification for categorical outcomes (e.g., BBB penetration, CYP inhibition). Dataset: hlm. (1) The compound is COc1ccccc1CC(c1cccc(F)c1)N1CCNCC1. The result is 0 (unstable in human liver microsomes). (2) The compound is CC(C)CCn1nc(C2CCCCC2)c(O)c(C2=NS(=O)(=O)c3cc(NS(C)(=O)=O)ccc3N2)c1=O. The result is 1 (stable in human liver microsomes). (3) The molecule is FC(F)(F)CC(c1ccccc1)c1c(-c2ccccc2)[nH]c2ccccc12. The result is 0 (unstable in human liver microsomes). (4) The compound is NC1CN(Cc2ccccc2)CC1c1ccc(Cl)cc1Cl. The result is 0 (unstable in human liver microsomes). (5) The molecule is NC1CN(c2cc(-c3cccc(C(=O)O)c3)ncn2)CC1c1cc(F)c(F)cc1F. The result is 0 (unstable in human liver microsomes).